Predict the product of the given reaction. From a dataset of Forward reaction prediction with 1.9M reactions from USPTO patents (1976-2016). (1) The product is: [O:28]=[C:23]1[CH2:24][CH2:25][C:26](=[O:27])[N:22]1[O:18][C:16](=[O:17])[CH2:15][CH2:14][CH2:13][CH2:12][CH2:11][CH2:10][CH2:9][O:1][N:2]=[C:3]([O:5][CH2:6][CH3:7])[CH3:4]. Given the reactants [OH:1][N:2]=[C:3]([O:5][CH2:6][CH3:7])[CH3:4].Br[CH2:9][CH2:10][CH2:11][CH2:12][CH2:13][CH2:14][CH2:15][C:16]([OH:18])=[O:17].[OH-].[Na+].O[N:22]1[C:26](=[O:27])[CH2:25][CH2:24][C:23]1=[O:28].C1CCC(N=C=NC2CCCCC2)CC1, predict the reaction product. (2) Given the reactants [CH2:1]([N:8]1[C:12]2([CH2:17][CH2:16][N:15]([C:18](=[O:22])[CH2:19][CH2:20][CH3:21])[CH2:14][CH2:13]2)[NH:11][C@@H:10]([CH2:23][C:24]2[CH:29]=[CH:28][CH:27]=[CH:26][CH:25]=2)[C:9]1=[O:30])[C:2]1[CH:7]=[CH:6][CH:5]=[CH:4][CH:3]=1.O.C[Si]([Cl:36])(C)C, predict the reaction product. The product is: [ClH:36].[CH2:1]([N:8]1[C:12]2([CH2:17][CH2:16][N:15]([C:18](=[O:22])[CH2:19][CH2:20][CH3:21])[CH2:14][CH2:13]2)[NH:11][C@@H:10]([CH2:23][C:24]2[CH:25]=[CH:26][CH:27]=[CH:28][CH:29]=2)[C:9]1=[O:30])[C:2]1[CH:7]=[CH:6][CH:5]=[CH:4][CH:3]=1. (3) Given the reactants [C:1](Cl)(=[O:3])[CH3:2].[CH3:5][O:6][CH2:7][CH2:8][O:9][CH2:10][C:11]1[CH:16]=[CH:15][C:14]([C@@:17]2([O:50][CH2:51][CH2:52][NH2:53])[CH2:22][CH2:21][N:20]([S:23]([C:26]3[CH:31]=[CH:30][C:29]([CH3:32])=[CH:28][CH:27]=3)(=[O:25])=[O:24])[CH2:19][C@@H:18]2[O:33][CH2:34][C:35]2[CH:36]=[CH:37][C:38]3[O:43][CH2:42][CH2:41][N:40]([CH2:44][CH2:45][CH2:46][O:47][CH3:48])[C:39]=3[CH:49]=2)=[CH:13][CH:12]=1.C(N(CC)CC)C.C([O-])(O)=O.[Na+], predict the reaction product. The product is: [CH3:5][O:6][CH2:7][CH2:8][O:9][CH2:10][C:11]1[CH:12]=[CH:13][C:14]([C@@:17]2([O:50][CH2:51][CH2:52][NH:53][C:1](=[O:3])[CH3:2])[CH2:22][CH2:21][N:20]([S:23]([C:26]3[CH:27]=[CH:28][C:29]([CH3:32])=[CH:30][CH:31]=3)(=[O:24])=[O:25])[CH2:19][C@@H:18]2[O:33][CH2:34][C:35]2[CH:36]=[CH:37][C:38]3[O:43][CH2:42][CH2:41][N:40]([CH2:44][CH2:45][CH2:46][O:47][CH3:48])[C:39]=3[CH:49]=2)=[CH:15][CH:16]=1. (4) Given the reactants CN(C(ON1N=NC2C=CC=NC1=2)=[N+](C)C)C.F[P-](F)(F)(F)(F)F.C(N(CC)C(C)C)(C)C.[C:34]([O:38][C:39]([NH:41][C@H:42]1[CH2:60][C:59]2[CH:61]=[C:55]([CH:56]=[CH:57][C:58]=2[OH:62])[C:54]2=[CH:63][C:50](=[C:51]([OH:64])[CH:52]=[CH:53]2)[CH2:49][C@@H:48]([C:65](O)=[O:66])[NH:47][C:46](=[O:68])[C@H:45]([CH2:69][CH2:70][CH2:71][NH:72][C:73]([O:75][C:76]([CH3:79])([CH3:78])[CH3:77])=[O:74])[NH:44][C:43]1=[O:80])=[O:40])([CH3:37])([CH3:36])[CH3:35].[CH2:81]([O:88][C:89](=[O:97])[NH:90][CH2:91][CH2:92][NH:93][CH2:94][CH2:95][OH:96])[C:82]1[CH:87]=[CH:86][CH:85]=[CH:84][CH:83]=1, predict the reaction product. The product is: [CH2:81]([O:88][C:89](=[O:97])[NH:90][CH2:91][CH2:92][N:93]([C:65]([C@H:48]1[NH:47][C:46](=[O:68])[C@H:45]([CH2:69][CH2:70][CH2:71][NH:72][C:73]([O:75][C:76]([CH3:79])([CH3:78])[CH3:77])=[O:74])[NH:44][C:43](=[O:80])[C@@H:42]([NH:41][C:39]([O:38][C:34]([CH3:36])([CH3:35])[CH3:37])=[O:40])[CH2:60][C:59]2[CH:61]=[C:55]([CH:56]=[CH:57][C:58]=2[OH:62])[C:54]2=[CH:63][C:50](=[C:51]([OH:64])[CH:52]=[CH:53]2)[CH2:49]1)=[O:66])[CH2:94][CH2:95][OH:96])[C:82]1[CH:83]=[CH:84][CH:85]=[CH:86][CH:87]=1. (5) The product is: [C:1]([O:5][C:6](=[O:22])[NH:7][CH2:8][C@H:9]1[CH2:11][C@@H:10]1[C:12]1[C:13]2[C:17]([CH:18]=[CH:19][CH:20]=1)=[N:16][N:15]([CH3:21])[CH:14]=2)([CH3:3])([CH3:4])[CH3:2]. Given the reactants [C:1]([O:5][C:6](=[O:22])[NH:7][CH2:8][C@@H:9]1[CH2:11][C@H:10]1[C:12]1[C:13]2[C:17]([CH:18]=[CH:19][CH:20]=1)=[N:16][N:15]([CH3:21])[CH:14]=2)([CH3:4])([CH3:3])[CH3:2].CC(NCCC#N)CC1C=CC=CC=1.Cl.CCCCCC, predict the reaction product.